From a dataset of Peptide-MHC class II binding affinity with 134,281 pairs from IEDB. Regression. Given a peptide amino acid sequence and an MHC pseudo amino acid sequence, predict their binding affinity value. This is MHC class II binding data. (1) The peptide sequence is RDLEVVAATPTSLLI. The MHC is DRB5_0101 with pseudo-sequence DRB5_0101. The binding affinity (normalized) is 0.463. (2) The peptide sequence is LDSSDTIWMDIEGPP. The MHC is DRB1_0901 with pseudo-sequence DRB1_0901. The binding affinity (normalized) is 0.123. (3) The binding affinity (normalized) is 0. The peptide sequence is NDNNLYKLHGGHVSC. The MHC is DRB1_0301 with pseudo-sequence DRB1_0301. (4) The peptide sequence is TFYGSNPRGAAPDDH. The MHC is DRB1_0405 with pseudo-sequence DRB1_0405. The binding affinity (normalized) is 0. (5) The peptide sequence is GKNVVNVQTKPSLFK. The MHC is DRB1_1301 with pseudo-sequence DRB1_1301. The binding affinity (normalized) is 0.695. (6) The peptide sequence is DIFTNSRGKRASKGN. The MHC is DRB3_0202 with pseudo-sequence DRB3_0202. The binding affinity (normalized) is 0.0141. (7) The binding affinity (normalized) is 0.800. The peptide sequence is YDKFLANVSTVLTFK. The MHC is DRB1_1602 with pseudo-sequence DRB1_1602. (8) The peptide sequence is FRELVRNCDLPVWLS. The MHC is DRB5_0101 with pseudo-sequence DRB5_0101. The binding affinity (normalized) is 0.583. (9) The peptide sequence is QLVPKLDEVYNAAYN. The MHC is DRB1_0301 with pseudo-sequence DRB1_0301. The binding affinity (normalized) is 0.346. (10) The peptide sequence is SSDLELSWNLNGLQAY. The MHC is DRB1_1302 with pseudo-sequence DRB1_1302. The binding affinity (normalized) is 0.581.